From a dataset of Peptide-MHC class II binding affinity with 134,281 pairs from IEDB. Regression. Given a peptide amino acid sequence and an MHC pseudo amino acid sequence, predict their binding affinity value. This is MHC class II binding data. (1) The peptide sequence is GYITTNVLREILKEL. The MHC is DRB1_1501 with pseudo-sequence DRB1_1501. The binding affinity (normalized) is 0.444. (2) The peptide sequence is SPWSWPDLDLKPGAA. The MHC is DRB3_0301 with pseudo-sequence DRB3_0301. The binding affinity (normalized) is 0.184.